This data is from Reaction yield outcomes from USPTO patents with 853,638 reactions. The task is: Predict the reaction yield, written as a fraction of the theoretical maximum amount of product (1.0 means a 100% yield; for example, 0.34 means a 34% yield). (1) The reactants are C([O:8][C:9]([C:11]1([NH:17][C:18]([O:20][CH:21]2[CH2:26][CH2:25][N:24]([C:27]([O:29][CH3:30])=[O:28])[CH2:23][CH2:22]2)=[O:19])[CH2:16][CH2:15][CH2:14][CH2:13][CH2:12]1)=[O:10])C1C=CC=CC=1. The catalyst is [C].[Pd].C(OCC)(=O)C. The product is [CH3:30][O:29][C:27]([N:24]1[CH2:23][CH2:22][CH:21]([O:20][C:18]([NH:17][C:11]2([C:9]([OH:10])=[O:8])[CH2:12][CH2:13][CH2:14][CH2:15][CH2:16]2)=[O:19])[CH2:26][CH2:25]1)=[O:28]. The yield is 0.750. (2) The reactants are [CH3:1][C:2]1[CH:11]=[CH:10][C:5]([C:6](OC)=[O:7])=[CH:4][N:3]=1.[NH3:12]. No catalyst specified. The product is [CH3:1][C:2]1[CH:11]=[CH:10][C:5]([C:6]([NH2:12])=[O:7])=[CH:4][N:3]=1. The yield is 0.720.